Dataset: Forward reaction prediction with 1.9M reactions from USPTO patents (1976-2016). Task: Predict the product of the given reaction. (1) Given the reactants OO.FC(F)(F)C(O)=[O:6].[Cl:10][C:11]1[N:12]=[N:13][C:14]([Cl:17])=[CH:15][CH:16]=1.ClC1=C(Cl)C(OC1=O)=O.S([O-])([O-])=O.[Na+].[Na+], predict the reaction product. The product is: [Cl:10][C:11]1[N:12]=[N+:13]([O-:6])[C:14]([Cl:17])=[CH:15][CH:16]=1. (2) Given the reactants Cl[C:2]1[CH:3]=[CH:4][C:5]2[N:6]=[CH:7][N:8]=[C:9]([NH2:12])[C:10]=2[N:11]=1.[NH:13]1[CH2:18][CH2:17][CH2:16][C@H:15]([NH:19][C:20](=[O:26])[O:21][C:22]([CH3:25])([CH3:24])[CH3:23])[CH2:14]1.C(N(CC)CC)C, predict the reaction product. The product is: [NH2:12][C:9]1[C:10]2[N:11]=[C:2]([N:13]3[CH2:18][CH2:17][CH2:16][C@H:15]([NH:19][C:20](=[O:26])[O:21][C:22]([CH3:24])([CH3:23])[CH3:25])[CH2:14]3)[CH:3]=[CH:4][C:5]=2[N:6]=[CH:7][N:8]=1. (3) Given the reactants [C:1]([O:4][C@@H:5]1[C@@H:13]([C@@:14]2([CH3:34])[CH2:19][CH2:18][C@H:17]([O:20][C:21](=[O:23])[CH3:22])[CH2:16][C@@H:15]2[CH2:24][CH2:25][O:26][Si](C(C)(C)C)(C)C)[CH2:12][CH2:11][C@@:10]2([CH3:35])[C@H:6]1[CH2:7][CH2:8][C:9]2=[CH2:36])(=[O:3])[CH3:2].CCCC[N+](CCCC)(CCCC)CCCC.[F-], predict the reaction product. The product is: [C:1]([O:4][C@@H:5]1[C@@H:13]([C@@:14]2([CH3:34])[CH2:19][CH2:18][C@H:17]([O:20][C:21](=[O:23])[CH3:22])[CH2:16][C@@H:15]2[CH2:24][CH2:25][OH:26])[CH2:12][CH2:11][C@@:10]2([CH3:35])[C@H:6]1[CH2:7][CH2:8][C:9]2=[CH2:36])(=[O:3])[CH3:2]. (4) Given the reactants [CH3:1][N:2]1[C:7](=[O:8])[C:6]([C:9]2[CH:14]=[CH:13][C:12]([O:15][C:16]3[CH:25]=[CH:24][N:23]=[C:22]4[C:17]=3[CH:18]=[C:19]([O:36][CH3:37])[C:20]([O:26][CH2:27][CH2:28][CH2:29][N:30]3[CH2:35][CH2:34][O:33][CH2:32][CH2:31]3)=[CH:21]4)=[C:11]([F:38])[CH:10]=2)=[CH:5][N:4]=[C:3]1[CH2:39][C:40]1[CH:45]=[CH:44][CH:43]=[CH:42][CH:41]=1.[CH3:46][N:47]1[CH:51]2[CH2:52][CH:53]([O:55][CH:56]([C:63]3[CH:68]=[CH:67][C:66]([Cl:69])=[CH:65][CH:64]=3)[C:57]3[CH:62]=[CH:61][CH:60]=[CH:59][CH:58]=3)[CH2:54][CH:48]1[CH2:49][CH2:50]2.[ClH:70], predict the reaction product. The product is: [CH3:46][N:47]1[CH:51]2[CH2:52][CH:53]([O:55][CH:56]([C:63]3[CH:68]=[CH:67][C:66]([Cl:69])=[CH:65][CH:64]=3)[C:57]3[CH:62]=[CH:61][CH:60]=[CH:59][CH:58]=3)[CH2:54][CH:48]1[CH2:49][CH2:50]2.[ClH:70].[CH3:1][N:2]1[C:7](=[O:8])[C:6]([C:9]2[CH:14]=[CH:13][C:12]([O:15][C:16]3[CH:25]=[CH:24][N:23]=[C:22]4[C:17]=3[CH:18]=[C:19]([O:36][CH3:37])[C:20]([O:26][CH2:27][CH2:28][CH2:29][N:30]3[CH2:35][CH2:34][O:33][CH2:32][CH2:31]3)=[CH:21]4)=[C:11]([F:38])[CH:10]=2)=[CH:5][N:4]=[C:3]1[CH2:39][C:40]1[CH:45]=[CH:44][CH:43]=[CH:42][CH:41]=1. (5) The product is: [CH3:17][CH:15]([CH2:14][CH2:13][C@@H:10]1[C@@:9]([OH:25])([C:18]([CH2:20][CH2:21][CH:22]([CH3:23])[CH3:24])=[O:19])[C:8]([OH:26])=[C:7]([C:5]([CH2:4][CH:2]([CH3:3])[CH3:1])=[O:6])[C:11]1=[O:12])[CH3:16]. Given the reactants [CH3:1][CH:2]([CH2:4][C:5]([C:7]1[C:11](=[O:12])[C@@H:10]([CH2:13][CH:14]=[C:15]([CH3:17])[CH3:16])[C@:9]([OH:25])([C:18]([CH2:20][CH:21]=[C:22]([CH3:24])[CH3:23])=[O:19])[C:8]=1[OH:26])=[O:6])[CH3:3].[H][H].S(=O)(=O)(O)O, predict the reaction product. (6) Given the reactants [CH2:1]1[C:13]2[NH:12][C:11]3[C:6](=[CH:7][CH:8]=[CH:9][CH:10]=3)[C:5]=2[CH2:4][CH:3](C(OCC)=O)[NH:2]1.[Se](=O)=O, predict the reaction product. The product is: [CH:1]1[C:13]2[NH:12][C:11]3[C:6](=[CH:7][CH:8]=[CH:9][CH:10]=3)[C:5]=2[CH:4]=[CH:3][N:2]=1. (7) Given the reactants [NH2:1][C@H:2]1[CH2:6][CH2:5][N:4]([C@H:7]([C:12]([N:14]2[CH2:19][CH2:18][O:17][CH2:16][CH2:15]2)=[O:13])[CH2:8][CH2:9][O:10][CH3:11])[C:3]1=[O:20].[Cl:21][C:22]1[S:26][C:25]([CH2:27][CH2:28][S:29](Cl)(=[O:31])=[O:30])=[CH:24][CH:23]=1, predict the reaction product. The product is: [Cl:21][C:22]1[S:26][C:25]([CH2:27][CH2:28][S:29]([NH:1][C@H:2]2[CH2:6][CH2:5][N:4]([C@H:7]([C:12]([N:14]3[CH2:15][CH2:16][O:17][CH2:18][CH2:19]3)=[O:13])[CH2:8][CH2:9][O:10][CH3:11])[C:3]2=[O:20])(=[O:31])=[O:30])=[CH:24][CH:23]=1. (8) Given the reactants O[C:2]1[C:11]2[C:6](=[CH:7][CH:8]=[CH:9][CH:10]=2)[O:5]C(=O)[CH:3]=1.[ClH:13].[NH2:14]O.C[O-].[Na+].[C:19](=[O:22])(O)[O-:20].[Na+], predict the reaction product. The product is: [ClH:13].[O:5]1[C:6]2[CH:7]=[CH:8][CH:9]=[CH:10][C:11]=2[C:2]([CH2:3][C:19]([OH:20])=[O:22])=[N:14]1. (9) Given the reactants [N:1]1[C:10]2[C:5](=[CH:6][C:7]([C:11]#[N:12])=[CH:8][CH:9]=2)[CH:4]=[CH:3][CH:2]=1.N, predict the reaction product. The product is: [NH2:12][CH2:11][C:7]1[CH:6]=[C:5]2[C:10](=[CH:9][CH:8]=1)[N:1]=[CH:2][CH:3]=[CH:4]2. (10) Given the reactants Br[CH2:2][C:3]1[C:8]2[N:9]=[CH:10][S:11][C:7]=2[CH:6]=[CH:5][CH:4]=1.[N-:12]=[N+:13]=[N-:14].[Na+].CCOCC, predict the reaction product. The product is: [N:12]([CH2:2][C:3]1[C:8]2[N:9]=[CH:10][S:11][C:7]=2[CH:6]=[CH:5][CH:4]=1)=[N+:13]=[N-:14].